Dataset: Retrosynthesis with 50K atom-mapped reactions and 10 reaction types from USPTO. Task: Predict the reactants needed to synthesize the given product. The reactants are: CC(C)(C)OC(=O)NC1=N[C@](C)(c2cc(N)cc(Br)c2)COC1.O=C(O)c1ncc(Br)cn1. Given the product CC(C)(C)OC(=O)NC1=N[C@](C)(c2cc(Br)cc(NC(=O)c3ncc(Br)cn3)c2)COC1, predict the reactants needed to synthesize it.